From a dataset of Full USPTO retrosynthesis dataset with 1.9M reactions from patents (1976-2016). Predict the reactants needed to synthesize the given product. (1) The reactants are: C1(=O)NCCCCC1.[CH:9]([CH2:11][CH2:12][CH2:13][CH2:14][C:15]([O:17]C)=[O:16])=[O:10]. Given the product [CH:9]([CH2:11][CH2:12][CH2:13][CH2:14][C:15]([OH:17])=[O:16])=[O:10], predict the reactants needed to synthesize it. (2) The reactants are: [NH2:1][C:2]1[C:3](=[O:11])[N:4]([CH3:10])[C:5](=[O:9])[N:6]([CH3:8])[CH:7]=1.ClCCl.[CH2:15](Br)[C:16]#[CH:17]. Given the product [CH3:8][N:6]1[CH:7]=[C:2]([NH:1][CH2:17][C:16]#[CH:15])[C:3](=[O:11])[N:4]([CH3:10])[C:5]1=[O:9], predict the reactants needed to synthesize it. (3) Given the product [C:10]([NH:4][CH2:3][CH2:1][OH:2])([O:9][C:5]([CH3:8])([CH3:7])[CH3:6])=[O:11], predict the reactants needed to synthesize it. The reactants are: [CH2:1]([CH2:3][NH2:4])[OH:2].[C:5]([O:9][C:10](=O)[O:11]C(C)(C)C)([CH3:8])([CH3:7])[CH3:6].[OH-].[Na+]. (4) The reactants are: BrBr.C([N:6]1[C:10]([CH3:11])=[C:9]([C:12](=[O:14])[CH3:13])[N:8]=[C:7]1[CH3:15])(=O)C.[C:16]([O-])(O)=O.[Na+].[BrH:21]. Given the product [Br:21][CH2:13][C:12]([C:9]1[N:8]([CH3:16])[C:7]([CH3:15])=[N:6][C:10]=1[CH3:11])=[O:14], predict the reactants needed to synthesize it.